This data is from Full USPTO retrosynthesis dataset with 1.9M reactions from patents (1976-2016). The task is: Predict the reactants needed to synthesize the given product. (1) The reactants are: [F:1][CH:2]([F:15])[C:3]1[CH:11]=[CH:10][CH:9]=[C:8]([CH:12]([F:14])[F:13])[C:4]=1[C:5]([O-])=[O:6].[H-].[H-].[H-].[H-].[Li+].[Al+3]. Given the product [F:1][CH:2]([F:15])[C:3]1[CH:11]=[CH:10][CH:9]=[C:8]([CH:12]([F:13])[F:14])[C:4]=1[CH2:5][OH:6], predict the reactants needed to synthesize it. (2) The reactants are: [CH2:1]([N:3]([CH2:29][CH3:30])[CH2:4][CH2:5][N:6]1[CH2:11][CH2:10][C:9]2[NH:12][C:13]([CH:16]=[C:17]3[C:25]4[C:20](=[CH:21][CH:22]=[C:23]([F:26])[CH:24]=4)[NH:19][C:18]3=[O:27])=[C:14]([CH3:15])[C:8]=2[C:7]1=[O:28])[CH3:2].ClCCl.[C:34]([OH:41])(=[O:40])/[CH:35]=[CH:36]\[C:37]([OH:39])=[O:38]. Given the product [C:34]([OH:41])(=[O:40])/[CH:35]=[CH:36]\[C:37]([OH:39])=[O:38].[CH2:29]([N:3]([CH2:1][CH3:2])[CH2:4][CH2:5][N:6]1[CH2:11][CH2:10][C:9]2[NH:12][C:13]([CH:16]=[C:17]3[C:25]4[C:20](=[CH:21][CH:22]=[C:23]([F:26])[CH:24]=4)[NH:19][C:18]3=[O:27])=[C:14]([CH3:15])[C:8]=2[C:7]1=[O:28])[CH3:30], predict the reactants needed to synthesize it. (3) Given the product [Cl:1][C:2]1[CH:3]=[CH:4][C:5]([S:8]([C:11]2[S:22][C:14]3=[N:15][CH:16]=[C:17]([NH2:19])[CH:18]=[C:13]3[C:12]=2[C:23]2[CH:28]=[CH:27][C:26]([Cl:29])=[CH:25][CH:24]=2)(=[O:10])=[O:9])=[CH:6][CH:7]=1, predict the reactants needed to synthesize it. The reactants are: [Cl:1][C:2]1[CH:7]=[CH:6][C:5]([S:8]([C:11]2[S:22][C:14]3=[N:15][CH:16]=[C:17]([N+:19]([O-])=O)[CH:18]=[C:13]3[C:12]=2[C:23]2[CH:28]=[CH:27][C:26]([Cl:29])=[CH:25][CH:24]=2)(=[O:10])=[O:9])=[CH:4][CH:3]=1.C([O-])(O)=O.[Na+].ClCCl. (4) Given the product [CH:26]1([CH2:25][N:22]2[CH2:23][CH2:24][C@@H:20]([N:8]([C:9]3[CH:10]=[CH:11][C:12](/[CH:15]=[CH:16]/[C:17](=[O:18])[NH:38][O:37][CH:32]4[CH2:33][CH2:34][CH2:35][CH2:36][O:31]4)=[CH:13][N:14]=3)[C:6](=[O:7])[O:5][C:1]([CH3:4])([CH3:3])[CH3:2])[CH2:21]2)[CH2:30][CH2:29][CH2:28][CH2:27]1, predict the reactants needed to synthesize it. The reactants are: [C:1]([O:5][C:6]([N:8]([C@@H:20]1[CH2:24][CH2:23][N:22]([CH2:25][CH:26]2[CH2:30][CH2:29][CH2:28][CH2:27]2)[CH2:21]1)[C:9]1[N:14]=[CH:13][C:12](/[CH:15]=[CH:16]/[C:17](O)=[O:18])=[CH:11][CH:10]=1)=[O:7])([CH3:4])([CH3:3])[CH3:2].[O:31]1[CH2:36][CH2:35][CH2:34][CH2:33][CH:32]1[O:37][NH2:38].C1C=CC2N(O)N=NC=2C=1.CCN=C=NCCCN(C)C. (5) Given the product [Br:5][C:6]1[CH:7]=[N:8][CH:9]=[C:10]([CH:14]=1)[C:11]([NH:31][C:30]1[CH:32]=[CH:33][C:27]([O:26][C:25]([F:24])([F:34])[F:35])=[CH:28][CH:29]=1)=[O:13], predict the reactants needed to synthesize it. The reactants are: O=S(Cl)Cl.[Br:5][C:6]1[CH:7]=[N:8][CH:9]=[C:10]([CH:14]=1)[C:11]([OH:13])=O.CCN(C(C)C)C(C)C.[F:24][C:25]([F:35])([F:34])[O:26][C:27]1[CH:33]=[CH:32][C:30]([NH2:31])=[CH:29][CH:28]=1.C([O-])([O-])=O.[Na+].[Na+]. (6) Given the product [Cl:1][C:2]1[CH:3]=[C:4]([C:12]2[O:16][N:15]=[C:14]([C:17]3[C:18]([F:34])=[CH:19][CH:20]=[C:21]4[C:25]=3[N:24]([CH3:26])[CH:23]=[C:22]4[CH2:27][CH2:28][C:29]([OH:31])=[O:30])[N:13]=2)[CH:5]=[CH:6][C:7]=1[O:8][CH:9]([CH3:11])[CH3:10], predict the reactants needed to synthesize it. The reactants are: [Cl:1][C:2]1[CH:3]=[C:4]([C:12]2[O:16][N:15]=[C:14]([C:17]3[C:18]([F:34])=[CH:19][CH:20]=[C:21]4[C:25]=3[N:24]([CH3:26])[CH:23]=[C:22]4[CH2:27][CH2:28][C:29]([O:31]CC)=[O:30])[N:13]=2)[CH:5]=[CH:6][C:7]=1[O:8][CH:9]([CH3:11])[CH3:10].[OH-].[Na+]. (7) Given the product [NH2:1][C:2]1[N:7]=[CH:6][C:5]([C:8]#[C:9][C:11]2[S:15][C:14]([C:16]([NH:18][C:19]3[CH:24]=[C:23]([C:25]([F:28])([F:26])[F:27])[CH:22]=[CH:21][C:20]=3[F:29])=[O:17])=[CH:13][CH:12]=2)=[CH:4][N:3]=1, predict the reactants needed to synthesize it. The reactants are: [NH2:1][C:2]1[N:7]=[CH:6][C:5]([C:8]#[CH:9])=[CH:4][N:3]=1.Br[C:11]1[S:15][C:14]([C:16]([NH:18][C:19]2[CH:24]=[C:23]([C:25]([F:28])([F:27])[F:26])[CH:22]=[CH:21][C:20]=2[F:29])=[O:17])=[CH:13][CH:12]=1.